Dataset: Forward reaction prediction with 1.9M reactions from USPTO patents (1976-2016). Task: Predict the product of the given reaction. Given the reactants C[O:2][C:3]1[CH:8]=[CH:7][CH:6]=[CH:5][C:4]=1[N:9]1[C:18](=[O:19])[C:17]2[C:12](=[CH:13][CH:14]=[CH:15][CH:16]=2)[N:11]=[C:10]1[CH:20]([N:22]1[CH2:27][CH2:26][NH:25][CH2:24][CH2:23]1)[CH3:21], predict the reaction product. The product is: [OH:2][C:3]1[CH:8]=[CH:7][CH:6]=[CH:5][C:4]=1[N:9]1[C:18](=[O:19])[C:17]2[C:12](=[CH:13][CH:14]=[CH:15][CH:16]=2)[N:11]=[C:10]1[CH:20]([N:22]1[CH2:23][CH2:24][NH:25][CH2:26][CH2:27]1)[CH3:21].